This data is from Reaction yield outcomes from USPTO patents with 853,638 reactions. The task is: Predict the reaction yield, written as a fraction of the theoretical maximum amount of product (1.0 means a 100% yield; for example, 0.34 means a 34% yield). (1) The reactants are Cl[C:2]1[C:7]([CH3:8])=[C:6]([Cl:9])[N:5]=[CH:4][C:3]=1[C:10]([N:12]1[CH2:17][CH2:16][CH:15]([C:18]2[CH:23]=[CH:22][C:21]([F:24])=[CH:20][CH:19]=2)[CH2:14][CH2:13]1)=[O:11].[Cl:25][C:26]1[CH:27]=[CH:28][C:29]([CH3:33])=[C:30]([CH:32]=1)[NH2:31]. No catalyst specified. The product is [Cl:9][C:6]1[N:5]=[CH:4][C:3]([C:10]([N:12]2[CH2:13][CH2:14][CH:15]([C:18]3[CH:19]=[CH:20][C:21]([F:24])=[CH:22][CH:23]=3)[CH2:16][CH2:17]2)=[O:11])=[C:2]([NH:31][C:30]2[CH:32]=[C:26]([Cl:25])[CH:27]=[CH:28][C:29]=2[CH3:33])[C:7]=1[CH3:8]. The yield is 0.990. (2) The reactants are [H-].[Na+].[Br:3][C:4]1[CH:5]=[C:6]2[C:10](=[CH:11][CH:12]=1)[NH:9][CH2:8][CH2:7]2.[CH3:13][S:14](Cl)(=[O:16])=[O:15]. The catalyst is CN(C=O)C. The product is [Br:3][C:4]1[CH:5]=[C:6]2[C:10](=[CH:11][CH:12]=1)[N:9]([S:14]([CH3:13])(=[O:16])=[O:15])[CH2:8][CH2:7]2. The yield is 0.600. (3) The reactants are [F:1][C:2]1[CH:3]=[C:4]([NH:9][C:10]2[C:11]([NH2:16])=[CH:12][CH:13]=[CH:14][CH:15]=2)[CH:5]=[CH:6][C:7]=1[F:8].[S:17](N)(N)(=[O:19])=[O:18]. The catalyst is COCCOCCOC. The product is [F:1][C:2]1[CH:3]=[C:4]([N:9]2[C:10]3[CH:15]=[CH:14][CH:13]=[CH:12][C:11]=3[NH:16][S:17]2(=[O:19])=[O:18])[CH:5]=[CH:6][C:7]=1[F:8]. The yield is 0.470. (4) The reactants are [Br:1][C:2]1[N:7]=[C:6]([C:8](OC)=[O:9])[C:5]([NH:12][CH:13]2[CH2:16][O:15][CH2:14]2)=[CH:4][C:3]=1[F:17].[NH3:18]. No catalyst specified. The product is [Br:1][C:2]1[N:7]=[C:6]([C:8]([NH2:18])=[O:9])[C:5]([NH:12][CH:13]2[CH2:16][O:15][CH2:14]2)=[CH:4][C:3]=1[F:17]. The yield is 0.950. (5) The reactants are Br[C:2]1[C:7](=[O:8])[N:6]([CH2:9][C:10]2[CH:15]=[CH:14][C:13]([C:16]3[C:17]([C:22]#[N:23])=[CH:18][CH:19]=[CH:20][CH:21]=3)=[CH:12][CH:11]=2)[C:5]([CH2:24][CH2:25][CH3:26])=[N:4][C:3]=1[CH2:27][CH3:28].[CH2:29]([Sn](CCCC)(CCCC)C=C)[CH2:30]CC.[Cl-].[Li+]. The catalyst is CN(C)C=O.C(OCC)(=O)C.[F-].[K+].Cl[Pd](Cl)([P](C1C=CC=CC=1)(C1C=CC=CC=1)C1C=CC=CC=1)[P](C1C=CC=CC=1)(C1C=CC=CC=1)C1C=CC=CC=1. The product is [CH2:27]([C:3]1[N:4]=[C:5]([CH2:24][CH2:25][CH3:26])[N:6]([CH2:9][C:10]2[CH:15]=[CH:14][C:13]([C:16]3[C:17]([C:22]#[N:23])=[CH:18][CH:19]=[CH:20][CH:21]=3)=[CH:12][CH:11]=2)[C:7](=[O:8])[C:2]=1[CH:29]=[CH2:30])[CH3:28]. The yield is 0.680. (6) The reactants are [Cl:1][C:2]1[CH:3]=[N:4][N:5]([CH3:40])[C:6]=1[C:7]1[CH:8]=[C:9]([C:13]([NH:15][C@@H:16]([CH2:29][C:30]2[CH:35]=[CH:34][CH:33]=[CH:32][C:31]=2[C:36]([F:39])([F:38])[F:37])[CH2:17][N:18]2C(=O)C3C(=CC=CC=3)C2=O)=[O:14])[O:10][C:11]=1[CH3:12].NN. The catalyst is O1CCCC1.CO. The product is [NH2:18][CH2:17][C@@H:16]([NH:15][C:13]([C:9]1[O:10][C:11]([CH3:12])=[C:7]([C:6]2[N:5]([CH3:40])[N:4]=[CH:3][C:2]=2[Cl:1])[CH:8]=1)=[O:14])[CH2:29][C:30]1[CH:35]=[CH:34][CH:33]=[CH:32][C:31]=1[C:36]([F:39])([F:38])[F:37]. The yield is 0.560. (7) The reactants are Cl[C:2]1[CH:11]=[C:10]2[C:5]([CH2:6][CH2:7][N:8]([C:12]([O:14][C:15]([CH3:18])([CH3:17])[CH3:16])=[O:13])[CH2:9]2)=[CH:4][N:3]=1.[NH2:19][C@@H:20]([CH3:23])[CH2:21][OH:22].O(C(C)(C)C)[Na]. The catalyst is C1C=CC(/C=C/C(/C=C/C2C=CC=CC=2)=O)=CC=1.C1C=CC(/C=C/C(/C=C/C2C=CC=CC=2)=O)=CC=1.C1C=CC(/C=C/C(/C=C/C2C=CC=CC=2)=O)=CC=1.[Pd].[Pd].C1(C)C=CC=CC=1. The product is [OH:22][CH2:21][C@@H:20]([NH:19][C:2]1[CH:11]=[C:10]2[C:5]([CH2:6][CH2:7][N:8]([C:12]([O:14][C:15]([CH3:18])([CH3:17])[CH3:16])=[O:13])[CH2:9]2)=[CH:4][N:3]=1)[CH3:23]. The yield is 0.280.